From a dataset of Forward reaction prediction with 1.9M reactions from USPTO patents (1976-2016). Predict the product of the given reaction. (1) Given the reactants [CH2:1]([CH:3]([CH2:10][CH:11]=[CH2:12])[CH:4](O)[CH2:5][C:6](O)=O)[CH3:2].C([O-])(=O)C.[K+].[H-].[Na+].COP([CH2:26][C:27]([O:29][C:30]([CH3:33])([CH3:32])[CH3:31])=[O:28])(OC)=O, predict the reaction product. The product is: [CH2:1]([C:3]1[CH2:10][C@@H:11]2[C@H:5]([CH:4]=1)[C:6](=[CH:26][C:27]([O:29][C:30]([CH3:33])([CH3:32])[CH3:31])=[O:28])[CH2:12]2)[CH3:2]. (2) Given the reactants [Cl:1][CH2:2][CH2:3][CH2:4][C:5]([C:7]1[CH:12]=[CH:11][C:10]([C:13]([CH3:18])([CH3:17])[C:14]([OH:16])=[O:15])=[CH:9][CH:8]=1)=[O:6].[C:19](=O)([O-])[O-].[K+].[K+].S(OC)(OC)(=O)=O, predict the reaction product. The product is: [Cl:1][CH2:2][CH2:3][CH2:4][C:5]([C:7]1[CH:12]=[CH:11][C:10]([C:13]([CH3:18])([CH3:17])[C:14]([O:16][CH3:19])=[O:15])=[CH:9][CH:8]=1)=[O:6].